This data is from Reaction yield outcomes from USPTO patents with 853,638 reactions. The task is: Predict the reaction yield, written as a fraction of the theoretical maximum amount of product (1.0 means a 100% yield; for example, 0.34 means a 34% yield). (1) The reactants are [C:1]([NH:5][C:6]1[O:7][C:8]([C:11]2[CH:12]=[C:13]3[C:17](=[CH:18][CH:19]=2)[N:16](S(C2C=CC(C)=CC=2)(=O)=O)[CH:15]=[C:14]3B2OC(C)(C)C(C)(C)O2)=[N:9][N:10]=1)([CH3:4])([CH3:3])[CH3:2].Br[C:40]1[S:41][C:42]([C:45]([NH2:47])=[O:46])=[CH:43][N:44]=1.ClC1SC(C(N)=O)=CN=1. The catalyst is C1C=CC([P]([Pd]([P](C2C=CC=CC=2)(C2C=CC=CC=2)C2C=CC=CC=2)([P](C2C=CC=CC=2)(C2C=CC=CC=2)C2C=CC=CC=2)[P](C2C=CC=CC=2)(C2C=CC=CC=2)C2C=CC=CC=2)(C2C=CC=CC=2)C2C=CC=CC=2)=CC=1. The product is [C:1]([NH:5][C:6]1[O:7][C:8]([C:11]2[CH:12]=[C:13]3[C:17](=[CH:18][CH:19]=2)[NH:16][CH:15]=[C:14]3[C:40]2[S:41][C:42]([C:45]([NH2:47])=[O:46])=[CH:43][N:44]=2)=[N:9][N:10]=1)([CH3:4])([CH3:2])[CH3:3]. The yield is 0.520. (2) The reactants are [O:1]1[CH2:6][CH2:5][N:4]([C:7]2[CH:12]=[C:11]([N:13]3[CH2:18][CH2:17][O:16][CH2:15][CH2:14]3)[N:10]=[C:9]([N:19]3[CH2:24][CH2:23][N:22]([C:25]4[CH:30]=[CH:29][CH:28]=[CH:27][CH:26]=4)[CH2:21][CH2:20]3)[N:8]=2)[CH2:3][CH2:2]1.[Cl:31]N1C(=O)CCC1=O.O. The catalyst is C(Cl)(Cl)Cl.C(OOC(=O)C1C=CC=CC=1)(=O)C1C=CC=CC=1. The product is [Cl:31][C:12]1[C:7]([N:4]2[CH2:5][CH2:6][O:1][CH2:2][CH2:3]2)=[N:8][C:9]([N:19]2[CH2:20][CH2:21][N:22]([C:25]3[CH:30]=[CH:29][CH:28]=[CH:27][CH:26]=3)[CH2:23][CH2:24]2)=[N:10][C:11]=1[N:13]1[CH2:18][CH2:17][O:16][CH2:15][CH2:14]1. The yield is 0.460. (3) The reactants are [ClH:1].[CH3:2][C:3]1[CH:11]=[CH:10][C:6]([C:7](=[NH:9])O)=[CH:5][CH:4]=1.[NH3:12].CO.[Cl-].[NH4+].CCO. The catalyst is CO. The product is [ClH:1].[CH3:2][C:3]1[CH:11]=[CH:10][C:6]([C:7]([NH2:12])=[NH:9])=[CH:5][CH:4]=1. The yield is 0.970. (4) The reactants are [C:1]([O:5][C:6]([NH:8][C@H:9]([CH2:29][C:30]1[CH:35]=[C:34]([F:36])[C:33]([F:37])=[CH:32][C:31]=1[F:38])[CH2:10][C:11]([N:13]1[CH2:18][CH2:17][N:16]2[C:19]([C:25]([F:28])([F:27])[F:26])=[N:20][C:21]([C:22](O)=[O:23])=[C:15]2[CH2:14]1)=[O:12])=[O:7])([CH3:4])([CH3:3])[CH3:2].[CH3:39][S:40]([CH2:43][CH2:44][NH2:45])(=[O:42])=[O:41].O=C1N([ClH]P([ClH]N2CCOC2=O)=O)CCO1.C(N(CC)CC)C. The catalyst is ClCCl. The product is [C:1]([O:5][C:6](=[O:7])[NH:8][C@H:9]([CH2:29][C:30]1[CH:35]=[C:34]([F:36])[C:33]([F:37])=[CH:32][C:31]=1[F:38])[CH2:10][C:11]([N:13]1[CH2:18][CH2:17][N:16]2[C:19]([C:25]([F:28])([F:26])[F:27])=[N:20][C:21]([C:22](=[O:23])[NH:45][CH2:44][CH2:43][S:40]([CH3:39])(=[O:42])=[O:41])=[C:15]2[CH2:14]1)=[O:12])([CH3:2])([CH3:4])[CH3:3]. The yield is 0.340. (5) The reactants are CCN(C(C)C)C(C)C.Cl.[NH2:11][C:12]1[CH:17]=[CH:16][C:15]([O:18][CH3:19])=[CH:14][C:13]=1[OH:20].Cl[CH2:22][C:23](Cl)=[O:24].C(=O)([O-])[O-].[K+].[K+]. The catalyst is C1COCC1.CC#N. The product is [CH3:19][O:18][C:15]1[CH:16]=[CH:17][C:12]2[NH:11][C:23](=[O:24])[CH2:22][O:20][C:13]=2[CH:14]=1. The yield is 0.170. (6) The reactants are [N+](C1C=CC([N:10]([CH2:16][CH2:17][NH:18][C:19](=[O:41])[CH2:20][CH2:21]/[CH:22]=[CH:23]\[CH2:24]/[CH:25]=[CH:26]\[CH2:27]/[CH:28]=[CH:29]\[CH2:30]/[CH:31]=[CH:32]\[CH2:33]/[CH:34]=[CH:35]\[CH2:36]/[CH:37]=[CH:38]\[CH2:39][CH3:40])[P:11](=[O:15])([O-:14])[O:12][CH3:13])=CC=1)([O-])=O.C([Mg]Cl)(C)(C)C.[CH3:48][C:49]1[C:55](=[O:56])[NH:54][C:52](=[O:53])[N:51]([C@@H:57]2[O:61][C@H:60]([CH2:62]O)[C@@H:59]([N:64]=[N+:65]=[N-:66])[CH2:58]2)[CH:50]=1. The catalyst is C1COCC1. The product is [C:19]([NH:18][CH2:17][CH2:16][NH:10][P:11](=[O:15])([O:12][CH3:13])[O:14][CH2:62][C@@H:60]1[C@@H:59]([N:64]=[N+:65]=[N-:66])[CH2:58][C@@H:57]([N:51]2[CH:50]=[C:49]([CH3:48])[C:55](=[O:56])[NH:54][C:52]2=[O:53])[O:61]1)(=[O:41])[CH2:20][CH2:21]/[CH:22]=[CH:23]\[CH2:24]/[CH:25]=[CH:26]\[CH2:27]/[CH:28]=[CH:29]\[CH2:30]/[CH:31]=[CH:32]\[CH2:33]/[CH:34]=[CH:35]\[CH2:36]/[CH:37]=[CH:38]\[CH2:39][CH3:40]. The yield is 0.160. (7) The reactants are [C:1]([NH:4][C:5]1[CH:10]=[CH:9][CH:8]=[CH:7][CH:6]=1)(=[O:3])[CH3:2].I[C:12]1[CH:17]=[CH:16][C:15]([C:18]2[CH:23]=[CH:22][C:21]([I:24])=[CH:20][CH:19]=2)=[CH:14][CH:13]=1.C(=O)([O-])[O-].[K+].[K+].CCCCCCCCCCCC. The catalyst is [Cu]. The product is [I:24][C:21]1[CH:22]=[CH:23][C:18]([C:15]2[CH:16]=[CH:17][CH:12]=[CH:13][C:14]=2[N:4]([C:1](=[O:3])[CH3:2])[C:5]2[CH:10]=[CH:9][CH:8]=[CH:7][CH:6]=2)=[CH:19][CH:20]=1. The yield is 0.648.